Dataset: Full USPTO retrosynthesis dataset with 1.9M reactions from patents (1976-2016). Task: Predict the reactants needed to synthesize the given product. (1) Given the product [CH3:1][O:2][C:3]1[N:4]=[C:5]2[C:10](=[CH:11][CH:12]=1)[N:9]=[CH:8][CH:7]=[C:6]2[C:22]#[C:21][C:23]1([OH:33])[CH2:32][CH2:31][C:26]2([O:27][CH2:28][CH2:29][O:30]2)[CH2:25][CH2:24]1, predict the reactants needed to synthesize it. The reactants are: [CH3:1][O:2][C:3]1[N:4]=[C:5]2[C:10](=[CH:11][CH:12]=1)[N:9]=[CH:8][CH:7]=[C:6]2OS(C(F)(F)F)(=O)=O.[C:21]([C:23]1([OH:33])[CH2:32][CH2:31][C:26]2([O:30][CH2:29][CH2:28][O:27]2)[CH2:25][CH2:24]1)#[CH:22]. (2) Given the product [ClH:26].[Cl:26][C:27]1[CH:28]=[CH:29][C:30]2[S:34][C:33]([S:35]([NH:1][C@H:2]3[CH2:6][CH2:5][N:4]([C:7]4[CH:24]=[CH:23][C:10]5[CH2:11][CH2:12][CH2:13][NH:14][CH2:15][C:9]=5[CH:8]=4)[C:3]3=[O:25])(=[O:37])=[O:36])=[CH:32][C:31]=2[CH:39]=1, predict the reactants needed to synthesize it. The reactants are: [NH2:1][C@H:2]1[CH2:6][CH2:5][N:4]([C:7]2[CH:24]=[CH:23][C:10]3[CH2:11][CH2:12][CH2:13][N:14](C(OC(C)(C)C)=O)[CH2:15][C:9]=3[CH:8]=2)[C:3]1=[O:25].[Cl:26][C:27]1[CH:28]=[CH:29][C:30]2[S:34][C:33]([S:35](Cl)(=[O:37])=[O:36])=[CH:32][C:31]=2[CH:39]=1.ClC1SC(/C=C/S(N[C@H]2CCN(C3C=CC4CN(C(OC(C)(C)C)=O)CCCC=4C=3)C2=O)(=O)=O)=CC=1. (3) Given the product [CH3:17][S:24]([OH:27])(=[O:26])=[O:25].[Br:1][C:2]1[CH:7]=[CH:6][C:5]([O:8][NH2:28])=[C:4]([I:9])[CH:3]=1, predict the reactants needed to synthesize it. The reactants are: [Br:1][C:2]1[CH:7]=[CH:6][C:5]([OH:8])=[C:4]([I:9])[CH:3]=1.CC(C)([O-])C.[K+].C1(C)C=C(C)C=C(C)[C:17]=1[S:24]([O:27][NH2:28])(=[O:26])=[O:25].CS(O)(=O)=O. (4) The reactants are: C(N(C(C)C)CC)(C)C.[Cl:10][C:11]1[C:16]([C:17]2[CH:22]=[CH:21][CH:20]=[CH:19][CH:18]=2)=[N:15][N:14]=[C:13]2[N:23]([CH2:32][C:33](O)=[O:34])[N:24]=[C:25]([C:26]3[CH:31]=[CH:30][CH:29]=[CH:28][CH:27]=3)[C:12]=12.Cl.[CH3:37][N:38]([CH3:47])[CH2:39][CH2:40][CH2:41][N:42]=[C:43]=NCC.OC1C=CC=C[N+]=1[O-]. Given the product [Cl:10][C:11]1[C:16]([C:17]2[CH:18]=[CH:19][CH:20]=[CH:21][CH:22]=2)=[N:15][N:14]=[C:13]2[N:23]([CH2:32][C:33]([N:42]3[CH2:41][CH2:40][CH:39]([N:38]([CH3:47])[CH3:37])[CH2:43]3)=[O:34])[N:24]=[C:25]([C:26]3[CH:27]=[CH:28][CH:29]=[CH:30][CH:31]=3)[C:12]=12, predict the reactants needed to synthesize it.